This data is from Experimentally validated miRNA-target interactions with 360,000+ pairs, plus equal number of negative samples. The task is: Binary Classification. Given a miRNA mature sequence and a target amino acid sequence, predict their likelihood of interaction. The miRNA is mmu-miR-26b-5p with sequence UUCAAGUAAUUCAGGAUAGGU. The protein sequence of the target gene is MEELRCPEAKLAPPEVVIATEAPPPSLVDRYFTRWYKADVKGKPCEDHCILQHSNRICVITLAGSHPVLQSGKAIQRISYQISNNCSRLENKVSGKFKRGAQFLTELAPLCKIYCSDGEEYTISSCVRGRLMEVNENILHQPSLLQEKPSTEGYIAVVLPKFEESKSVTEGLLTQQQYEEVVVKRTNATATTP. Result: 0 (no interaction).